Dataset: Reaction yield outcomes from USPTO patents with 853,638 reactions. Task: Predict the reaction yield, written as a fraction of the theoretical maximum amount of product (1.0 means a 100% yield; for example, 0.34 means a 34% yield). (1) The reactants are Cl[C:2]1[C:11]([N+:12]([O-:14])=[O:13])=[CH:10][C:5]([C:6]([O:8][CH3:9])=[O:7])=[CH:4][N:3]=1.[CH3:15][NH:16][CH2:17][C:18]([O:20][CH3:21])=[O:19]. The catalyst is ClCCl. The product is [CH3:21][O:20][C:18](=[O:19])[CH2:17][N:16]([CH3:15])[C:2]1[C:11]([N+:12]([O-:14])=[O:13])=[CH:10][C:5]([C:6]([O:8][CH3:9])=[O:7])=[CH:4][N:3]=1. The yield is 0.990. (2) The reactants are [CH3:1][CH:2]([CH3:10])[C:3](=[O:9])[CH2:4][C:5]([O:7][CH3:8])=[O:6].[CH2:11](O)[CH2:12][OH:13]. The catalyst is C1(C)C=CC=CC=1.CC1C=CC(S(O)(=O)=O)=CC=1. The product is [CH3:8][O:7][C:5](=[O:6])[CH2:4][C:3]1([CH:2]([CH3:10])[CH3:1])[O:13][CH2:12][CH2:11][O:9]1. The yield is 0.710. (3) The reactants are [C:1]([C:3]1[CH:4]=[C:5]2[C:9](=[CH:10][CH:11]=1)[NH:8][CH:7]=[CH:6]2)#[N:2].[H-].[Na+].Br[CH2:15][CH2:16][CH2:17][CH2:18][CH2:19][B:20]([OH:22])[OH:21]. The catalyst is CN(C)C=O. The product is [C:1]([C:3]1[CH:4]=[C:5]2[C:9](=[CH:10][CH:11]=1)[N:8]([CH2:15][CH2:16][CH2:17][CH2:18][CH2:19][B:20]([OH:22])[OH:21])[CH:7]=[CH:6]2)#[N:2]. The yield is 0.520. (4) The reactants are [F:1][C:2]1[CH:7]=[C:6]([F:8])[CH:5]=[CH:4][C:3]=1[N+:9]([O-:11])=[O:10].[Li+].[Cl-].I[C:15]1[CH:25]=[CH:24][C:18]([C:19]([O:21][CH2:22][CH3:23])=[O:20])=[CH:17][CH:16]=1.[NH4+].[Cl-]. The catalyst is C1COCC1.C1C=CC(/C=C/C(/C=C/C2C=CC=CC=2)=O)=CC=1.C1C=CC(/C=C/C(/C=C/C2C=CC=CC=2)=O)=CC=1.[Pd]. The product is [F:1][C:2]1[C:3]([N+:9]([O-:11])=[O:10])=[CH:4][CH:5]=[C:6]([F:8])[C:7]=1[C:15]1[CH:25]=[CH:24][C:18]([C:19]([O:21][CH2:22][CH3:23])=[O:20])=[CH:17][CH:16]=1. The yield is 0.920.